Dataset: Peptide-MHC class II binding affinity with 134,281 pairs from IEDB. Task: Regression. Given a peptide amino acid sequence and an MHC pseudo amino acid sequence, predict their binding affinity value. This is MHC class II binding data. (1) The peptide sequence is EKKYFAATEFEPLAA. The MHC is HLA-DPA10201-DPB10501 with pseudo-sequence HLA-DPA10201-DPB10501. The binding affinity (normalized) is 0.844. (2) The peptide sequence is KPTGAGPKDNGGACG. The MHC is HLA-DPA10201-DPB10501 with pseudo-sequence HLA-DPA10201-DPB10501. The binding affinity (normalized) is 0. (3) The peptide sequence is VLEKLELLQRRFGGT. The MHC is DRB1_1301 with pseudo-sequence DRB1_1301. The binding affinity (normalized) is 0.851. (4) The binding affinity (normalized) is 0.268. The MHC is DRB1_0101 with pseudo-sequence DRB1_0101. The peptide sequence is EVELREHGSDEWVAM.